This data is from Forward reaction prediction with 1.9M reactions from USPTO patents (1976-2016). The task is: Predict the product of the given reaction. (1) Given the reactants [Cl:1][C:2]1[CH:3]=[CH:4][C:5]([O:20][CH2:21][C:22]([N:24]2[CH2:29][C@H:28]([CH3:30])[N:27]([CH2:31][C:32]3[CH:37]=[CH:36][C:35]([F:38])=[CH:34][CH:33]=3)[CH2:26][C@H:25]2[CH3:39])=[O:23])=[C:6]([CH:19]=1)[CH2:7][N:8]1C(=O)C2C(=CC=CC=2)C1=O.NN, predict the reaction product. The product is: [NH2:8][CH2:7][C:6]1[CH:19]=[C:2]([Cl:1])[CH:3]=[CH:4][C:5]=1[O:20][CH2:21][C:22]([N:24]1[CH2:29][C@H:28]([CH3:30])[N:27]([CH2:31][C:32]2[CH:37]=[CH:36][C:35]([F:38])=[CH:34][CH:33]=2)[CH2:26][C@H:25]1[CH3:39])=[O:23]. (2) Given the reactants C1C=CC(P(C2C(C3C(P(C4C=CC=CC=4)C4C=CC=CC=4)=CC=C4C=3C=CC=C4)=C3C(C=CC=C3)=CC=2)C2C=CC=CC=2)=CC=1.N#N.C(=O)([O-])[O-].[Cs+].[Cs+].[CH3:55][O:56][C:57]1[CH:58]=[C:59]([CH:61]=[C:62]([O:64][CH2:65][CH2:66][O:67][CH2:68][CH2:69][O:70][CH2:71][CH2:72][O:73][CH3:74])[CH:63]=1)[NH2:60].Cl[C:76]1[CH:81]=[C:80]([O:82][C:83]2[C:92]3[C:87](=[CH:88][CH:89]=[CH:90][CH:91]=3)[C:86]([NH:93][C:94](=[O:100])[O:95][C:96]([CH3:99])([CH3:98])[CH3:97])=[CH:85][CH:84]=2)[CH:79]=[CH:78][N:77]=1, predict the reaction product. The product is: [CH3:55][O:56][C:57]1[CH:58]=[C:59]([NH:60][C:76]2[CH:81]=[C:80]([O:82][C:83]3[C:92]4[C:87](=[CH:88][CH:89]=[CH:90][CH:91]=4)[C:86]([NH:93][C:94](=[O:100])[O:95][C:96]([CH3:98])([CH3:97])[CH3:99])=[CH:85][CH:84]=3)[CH:79]=[CH:78][N:77]=2)[CH:61]=[C:62]([O:64][CH2:65][CH2:66][O:67][CH2:68][CH2:69][O:70][CH2:71][CH2:72][O:73][CH3:74])[CH:63]=1. (3) Given the reactants [CH3:1][N:2]1[CH2:11][CH2:10][C:9]2([C:12]3[CH:17]=[CH:16][CH:15]=[C:14]([O:18][CH3:19])[CH:13]=3)[C:4]([CH3:21])([CH2:5][CH2:6][CH:7]([NH2:20])[CH2:8]2)[CH2:3]1.[C:22]1(=O)[O:27][C:25](=[O:26])[C:24]2=[CH:28][CH:29]=[CH:30][CH:31]=[C:23]12, predict the reaction product. The product is: [C:22]1(=[O:27])[NH:2][C:25](=[O:26])[C:24]2=[CH:28][CH:29]=[CH:30][CH:31]=[C:23]12.[CH3:1][N:2]1[CH2:11][CH2:10][C:9]2([C:12]3[CH:17]=[CH:16][CH:15]=[C:14]([O:18][CH3:19])[CH:13]=3)[C:4]([CH3:21])([CH2:5][CH2:6][CH:7]([NH2:20])[CH2:8]2)[CH2:3]1. (4) Given the reactants C[C:2]1[C:9]([CH3:10])=[C:8](S(C(F)(F)F)(=O)=O)[CH:7]=[C:6]([CH3:18])[C:3]=1[CH:4]=[O:5].C(N([CH2:24][CH3:25])CC)C.[C]=[O:27].[Cl-].[NH4+].CN(C)[CH:32]=[O:33], predict the reaction product. The product is: [CH:7]([C:8]1[C:9]([CH3:10])=[CH:2][C:3]([C:4]([O:33][CH3:32])=[O:5])=[C:6]([CH3:18])[C:24]=1[CH3:25])=[O:27].